Dataset: Full USPTO retrosynthesis dataset with 1.9M reactions from patents (1976-2016). Task: Predict the reactants needed to synthesize the given product. (1) Given the product [C:35]([C:37]1[CH:42]=[CH:41][C:40]([S:43]([NH:1][C:2]2[CH:3]=[C:4]([C@H:8]([N:16]([CH3:28])[C:17](=[O:27])[CH2:18][C:19]3[CH:24]=[CH:23][C:22]([Cl:25])=[C:21]([Cl:26])[CH:20]=3)[CH2:9][N:10]3[CH2:14][CH2:13][C@@H:12]([OH:15])[CH2:11]3)[CH:5]=[CH:6][CH:7]=2)(=[O:45])=[O:44])=[CH:39][C:38]=1[C:47]([F:50])([F:48])[F:49])#[N:36], predict the reactants needed to synthesize it. The reactants are: [NH2:1][C:2]1[CH:3]=[C:4]([C@H:8]([N:16]([CH3:28])[C:17](=[O:27])[CH2:18][C:19]2[CH:24]=[CH:23][C:22]([Cl:25])=[C:21]([Cl:26])[CH:20]=2)[CH2:9][N:10]2[CH2:14][CH2:13][C@@H:12]([OH:15])[CH2:11]2)[CH:5]=[CH:6][CH:7]=1.N1C=CC=CC=1.[C:35]([C:37]1[CH:42]=[CH:41][C:40]([S:43](Cl)(=[O:45])=[O:44])=[CH:39][C:38]=1[C:47]([F:50])([F:49])[F:48])#[N:36]. (2) Given the product [CH3:25][Si:10]([CH3:9])([CH2:19][CH2:20][Si:21]([CH3:22])([CH3:24])[CH3:23])[CH2:11][CH2:12][CH2:13][O:14][CH2:15][CH:16]([OH:17])[CH2:18][NH:8][CH2:7][CH2:6][N:1]1[CH2:5][CH2:4][CH2:3][CH2:2]1, predict the reactants needed to synthesize it. The reactants are: [N:1]1([CH2:6][CH2:7][NH2:8])[CH2:5][CH2:4][CH2:3][CH2:2]1.[CH3:9][Si:10]([CH3:25])([CH2:19][CH2:20][Si:21]([CH3:24])([CH3:23])[CH3:22])[CH2:11][CH2:12][CH2:13][O:14][CH2:15][CH:16]1[CH2:18][O:17]1. (3) Given the product [Cl:1][C:2]1[C:10]2[C:5](=[CH:6][CH:7]=[CH:8][CH:9]=2)[N:4]([CH:11]2[C:16](=[O:17])[CH:15]=[N:14][N:13]([CH3:19])[C:12]2=[O:20])[CH:3]=1, predict the reactants needed to synthesize it. The reactants are: [Cl:1][C:2]1[C:10]2[C:5](=[CH:6][CH:7]=[CH:8][CH:9]=2)[N:4]([C:11]2[C:12](=[O:20])[N:13]([CH3:19])[N:14]=[CH:15][C:16]=2[O:17]C)[CH:3]=1.N1CCOCC1. (4) Given the product [Cl:12][CH:3]([CH2:4][CH2:5][CH2:6][CH2:7][CH3:8])[CH2:2][CH3:1], predict the reactants needed to synthesize it. The reactants are: [CH3:1][CH2:2][CH:3](O)[CH2:4][CH2:5][CH2:6][CH2:7][CH3:8].N1C(Cl)=NC(Cl)=NC=1[Cl:12].